Dataset: Full USPTO retrosynthesis dataset with 1.9M reactions from patents (1976-2016). Task: Predict the reactants needed to synthesize the given product. (1) Given the product [NH2:8][NH2:9].[CH2:22]([C:13]1[C:14]2[O:19][CH2:18][CH2:17][O:16][C:15]=2[CH:20]=[CH:21][C:12]=1[C:10]([OH:11])=[O:27])[CH3:23], predict the reactants needed to synthesize it. The reactants are: C(OC([NH:8][NH:9][C:10]([C:12]1[CH:21]=[CH:20][C:15]2[O:16][CH2:17][CH2:18][O:19][C:14]=2[C:13]=1[CH2:22][CH3:23])=[O:11])=O)(C)(C)C.FC(F)(F)C(O)=[O:27].[OH-].[Na+].O. (2) Given the product [N:1]([CH:4]([O:16][CH2:17][CH2:18][O:19][CH2:23][C:24]([O:26][CH2:27][CH3:28])=[O:25])[CH2:5][O:6][C:7]1[CH:8]=[C:9]([CH:13]=[CH:14][CH:15]=1)[C:10]([OH:12])=[O:11])=[N+:2]=[N-:3], predict the reactants needed to synthesize it. The reactants are: [N:1]([CH:4]([O:16][CH2:17][CH2:18][OH:19])[CH2:5][O:6][C:7]1[CH:8]=[C:9]([CH:13]=[CH:14][CH:15]=1)[C:10]([OH:12])=[O:11])=[N+:2]=[N-:3].[H-].[Na+].Br[CH2:23][C:24]([O:26][CH2:27][CH3:28])=[O:25]. (3) The reactants are: [F:1][C:2]([F:22])([F:21])[C:3]1[CH:4]=[C:5]([NH:9][C:10]([C:12]2[CH:13]=[C:14](B(O)O)[CH:15]=[CH:16][CH:17]=2)=[O:11])[CH:6]=[CH:7][CH:8]=1.Br[C:24]1[CH:33]=[C:32]2[C:27]([CH:28]=[CH:29][N:30]=[C:31]2[OH:34])=[CH:26][CH:25]=1.C(=O)([O-])[O-].[Na+].[Na+].CCO. Given the product [OH:34][C:31]1[C:32]2[C:27](=[CH:26][CH:25]=[C:24]([C:14]3[CH:13]=[C:12]([CH:17]=[CH:16][CH:15]=3)[C:10]([NH:9][C:5]3[CH:6]=[CH:7][CH:8]=[C:3]([C:2]([F:22])([F:21])[F:1])[CH:4]=3)=[O:11])[CH:33]=2)[CH:28]=[CH:29][N:30]=1, predict the reactants needed to synthesize it. (4) Given the product [CH3:32][C:13]1[C:14]([CH3:31])=[C:15]([NH:20][CH2:21][CH2:22][NH:23][C:24](=[O:30])[O:25][C:26]([CH3:29])([CH3:28])[CH3:27])[C:16]([N+:17]([O-:19])=[O:18])=[C:11]([O:7][C:1]2[CH:6]=[CH:5][CH:4]=[CH:3][CH:2]=2)[N:12]=1, predict the reactants needed to synthesize it. The reactants are: [C:1]1([OH:7])[CH:6]=[CH:5][CH:4]=[CH:3][CH:2]=1.[H-].[Na+].Cl[C:11]1[C:16]([N+:17]([O-:19])=[O:18])=[C:15]([NH:20][CH2:21][CH2:22][NH:23][C:24](=[O:30])[O:25][C:26]([CH3:29])([CH3:28])[CH3:27])[C:14]([CH3:31])=[C:13]([CH3:32])[N:12]=1.O. (5) Given the product [OH:25][C:9]1[C:10]2[C:15](=[CH:14][CH:13]=[C:12]([O:16][C:17]3[CH:18]=[CH:19][C:20]([O:23][CH3:24])=[CH:21][CH:22]=3)[CH:11]=2)[C:6]([CH3:5])=[N:7][C:8]=1[C:26]([O:28][CH3:29])=[O:27], predict the reactants needed to synthesize it. The reactants are: C(O[CH2:5][C:6]1[C:15]2[C:10](=[CH:11][C:12]([O:16][C:17]3[CH:22]=[CH:21][C:20]([O:23][CH3:24])=[CH:19][CH:18]=3)=[CH:13][CH:14]=2)[C:9]([OH:25])=[C:8]([C:26]([O:28][CH3:29])=[O:27])[N:7]=1)(=O)C.C([O-])([O-])=O.[Na+].[Na+]. (6) Given the product [F:1][C:2]1[CH:21]=[CH:20][CH:19]=[CH:18][C:3]=1[CH2:4][N:5]1[C:9]2=[N:10][CH:11]=[CH:12][CH:13]=[C:8]2[C:7]([C:14]2[NH:15][C:27](=[O:34])[S:28][N:16]=2)=[N:6]1, predict the reactants needed to synthesize it. The reactants are: [F:1][C:2]1[CH:21]=[CH:20][CH:19]=[CH:18][C:3]=1[CH2:4][N:5]1[C:9]2=[N:10][CH:11]=[CH:12][CH:13]=[C:8]2[C:7]([C:14](=[N:16]O)[NH2:15])=[N:6]1.C1N=CN([C:27](N2C=NC=C2)=[S:28])C=1.[OH2:34].